This data is from Catalyst prediction with 721,799 reactions and 888 catalyst types from USPTO. The task is: Predict which catalyst facilitates the given reaction. (1) Reactant: Br[C:2]1[CH:7]=[C:6]([C:8]([F:11])([F:10])[F:9])[CH:5]=[C:4]([C:12]2[CH:17]=[CH:16][C:15]([C:18]([F:21])([F:20])[F:19])=[CH:14][CH:13]=2)[N:3]=1.[CH3:22][O:23][C:24]1[CH:31]=[CH:30][C:27]([CH2:28][NH2:29])=[CH:26][CH:25]=1. Product: [CH3:22][O:23][C:24]1[CH:31]=[CH:30][C:27]([CH2:28][NH:29][C:2]2[CH:7]=[C:6]([C:8]([F:11])([F:10])[F:9])[CH:5]=[C:4]([C:12]3[CH:17]=[CH:16][C:15]([C:18]([F:21])([F:20])[F:19])=[CH:14][CH:13]=3)[N:3]=2)=[CH:26][CH:25]=1. The catalyst class is: 51. (2) Reactant: [CH3:1][O:2][C:3]1[CH:39]=[CH:38][C:6]([CH2:7][N:8]2[C:12]3=[N:13][CH:14]=[CH:15][C:16]([NH:17][C:18]4[CH:27]=[CH:26][C:21]([C:22]([O:24]C)=[O:23])=[CH:20][CH:19]=4)=[C:11]3[C:10]([NH:28][C@@H:29]3[CH2:33][CH2:32][N:31]([C:34](=[O:37])[CH2:35][CH3:36])[CH2:30]3)=[N:9]2)=[CH:5][CH:4]=1.[OH-].[Na+].Cl. Product: [CH3:1][O:2][C:3]1[CH:4]=[CH:5][C:6]([CH2:7][N:8]2[C:12]3=[N:13][CH:14]=[CH:15][C:16]([NH:17][C:18]4[CH:19]=[CH:20][C:21]([C:22]([OH:24])=[O:23])=[CH:26][CH:27]=4)=[C:11]3[C:10]([NH:28][C@@H:29]3[CH2:33][CH2:32][N:31]([C:34](=[O:37])[CH2:35][CH3:36])[CH2:30]3)=[N:9]2)=[CH:38][CH:39]=1. The catalyst class is: 20. (3) Reactant: [Br:1][C:2]1[CH:7]=[CH:6][C:5]([C:8](=[O:15])[CH2:9][C:10]([O:12][CH2:13][CH3:14])=[O:11])=[CH:4][CH:3]=1.C(O)(=O)C.[N:20]([O-])=[O:21].[Na+]. Product: [Br:1][C:2]1[CH:3]=[CH:4][C:5]([C:8](=[O:15])[CH:9]([NH:20][OH:21])[C:10]([O:12][CH2:13][CH3:14])=[O:11])=[CH:6][CH:7]=1. The catalyst class is: 20.